Dataset: Forward reaction prediction with 1.9M reactions from USPTO patents (1976-2016). Task: Predict the product of the given reaction. (1) Given the reactants [CH3:1][S:2][CH2:3][C@H:4]([C:6]([N:8]1[CH2:13][CH2:12][CH:11]([CH:14]2[CH2:19][CH2:18][N:17]([CH3:20])[CH2:16][CH2:15]2)[CH2:10][CH2:9]1)=[O:7])[NH2:5].[Cl:21][C:22]1[CH:23]=[C:24]2[C:28](=[CH:29][CH:30]=1)[NH:27][C:26]([C:31](O)=[O:32])=[CH:25]2, predict the reaction product. The product is: [ClH:21].[Cl:21][C:22]1[CH:23]=[C:24]2[C:28](=[CH:29][CH:30]=1)[NH:27][C:26]([C:31]([NH:5][C@@H:4]([C:6]([N:8]1[CH2:9][CH2:10][CH:11]([CH:14]3[CH2:15][CH2:16][N:17]([CH3:20])[CH2:18][CH2:19]3)[CH2:12][CH2:13]1)=[O:7])[CH2:3][S:2][CH3:1])=[O:32])=[CH:25]2. (2) Given the reactants [CH2:1]([O:3][C:4]([C:6]1[N:10]([CH2:11][C:12]2[CH:17]=[C:16]([C:18]([F:21])([F:20])[F:19])[CH:15]=[C:14]([C:22]([F:25])([F:24])[F:23])[CH:13]=2)[C:9]2[C:26](Br)=[CH:27][S:28][C:8]=2[C:7]=1I)=[O:5])[CH3:2].[C:31]1(B(O)O)[CH:36]=[CH:35][CH:34]=[CH:33][CH:32]=1.[O-]P([O-])([O-])=O.[K+].[K+].[K+].[C:48]1(C)[CH:53]=[CH:52][CH:51]=[CH:50][C:49]=1P([C:48]1[CH:53]=[CH:52][CH:51]=[CH:50][C:49]=1C)[C:48]1[CH:53]=[CH:52][CH:51]=[CH:50][C:49]=1C, predict the reaction product. The product is: [CH2:1]([O:3][C:4]([C:6]1[N:10]([CH2:11][C:12]2[CH:17]=[C:16]([C:18]([F:21])([F:20])[F:19])[CH:15]=[C:14]([C:22]([F:25])([F:24])[F:23])[CH:13]=2)[C:9]2[C:26]([C:31]3[CH:36]=[CH:35][CH:34]=[CH:33][CH:32]=3)=[CH:27][S:28][C:8]=2[C:7]=1[C:48]1[CH:53]=[CH:52][CH:51]=[CH:50][CH:49]=1)=[O:5])[CH3:2]. (3) Given the reactants F[P-](F)(F)(F)(F)F.C[N+](C)=C(N(C)C)ON1C2N=CC=CC=2N=N1.C(N(C(C)C)CC)(C)C.[CH3:34][NH:35][C:36]1[N:41]=[C:40]([C:42]2[NH:43][C:44]3[C:49]([CH:50]=2)=[CH:48][C:47]([C:51]([OH:53])=O)=[CH:46][CH:45]=3)[CH:39]=[CH:38][N:37]=1.[CH3:54][O:55][C:56](=[O:73])[C@@H:57]([NH2:72])[CH2:58][N:59]([C:66]1[CH:71]=[CH:70][CH:69]=[CH:68][CH:67]=1)[C:60]1[N:65]=[CH:64][CH:63]=[CH:62][N:61]=1.C(=O)([O-])O.[Na+].C(OC(C)C)(=O)C, predict the reaction product. The product is: [CH3:54][O:55][C:56](=[O:73])[C@@H:57]([NH:72][C:51]([C:47]1[CH:48]=[C:49]2[C:44](=[CH:45][CH:46]=1)[NH:43][C:42]([C:40]1[CH:39]=[CH:38][N:37]=[C:36]([NH:35][CH3:34])[N:41]=1)=[CH:50]2)=[O:53])[CH2:58][N:59]([C:66]1[CH:71]=[CH:70][CH:69]=[CH:68][CH:67]=1)[C:60]1[N:61]=[CH:62][CH:63]=[CH:64][N:65]=1. (4) Given the reactants [Cl:1][C:2]1[CH:7]=[CH:6][C:5]([S:8][CH2:9][CH2:10][C:11]([O:13]C)=[O:12])=[C:4]([NH:15][S:16]([C:19]2[CH:24]=[CH:23][C:22]([Cl:25])=[CH:21][C:20]=2[F:26])(=[O:18])=[O:17])[CH:3]=1.O[Li].O.Cl, predict the reaction product. The product is: [Cl:1][C:2]1[CH:7]=[CH:6][C:5]([S:8][CH2:9][CH2:10][C:11]([OH:13])=[O:12])=[C:4]([NH:15][S:16]([C:19]2[CH:24]=[CH:23][C:22]([Cl:25])=[CH:21][C:20]=2[F:26])(=[O:18])=[O:17])[CH:3]=1. (5) Given the reactants N1C=CC=N1.[Cl:6][C:7]1[CH:23]=[CH:22][CH:21]=[CH:20][C:8]=1[C:9]([NH:11][C:12]1[NH:16][N:15]=[C:14]([C:17]([OH:19])=O)[CH:13]=1)=[O:10].[B-](F)(F)(F)F.[B-](F)(F)(F)[F:30].[CH2:34]1[N+]2(CCl)CC[N+:36](F)([CH2:37][CH2:38]2)[CH2:35]1.N1C=CC=N[C:46]=1[N:51]1[CH2:56][CH2:55][CH:54]([CH2:57][CH2:58][NH2:59])[CH2:53][CH2:52]1, predict the reaction product. The product is: [N:51]1([C:46]2[CH:38]=[CH:37][N:36]=[CH:35][CH:34]=2)[CH2:52][CH2:53][CH:54]([CH2:57][CH2:58][NH:59][C:17]([C:14]2[C:13]([F:30])=[C:12]([NH:11][C:9](=[O:10])[C:8]3[CH:20]=[CH:21][CH:22]=[CH:23][C:7]=3[Cl:6])[NH:16][N:15]=2)=[O:19])[CH2:55][CH2:56]1. (6) The product is: [CH3:28][N:26]1[CH:27]=[C:23]([C:19]2[C:17]3[N:18]=[C:13]([O:11][C:8]4[CH:9]=[C:10]5[C:5]([CH:4]=[N:3][N:2]5[CH3:1])=[CH:6][CH:7]=4)[N:14]=[C:15]([OH:29])[C:16]=3[CH:22]=[CH:21][N:20]=2)[N:24]=[CH:25]1. Given the reactants [CH3:1][N:2]1[C:10]2[C:5](=[CH:6][CH:7]=[C:8]([OH:11])[CH:9]=2)[CH:4]=[N:3]1.Cl[C:13]1[N:14]=[C:15]([OH:29])[C:16]2[CH:22]=[CH:21][N:20]=[C:19]([C:23]3[N:24]=[CH:25][N:26]([CH3:28])[CH:27]=3)[C:17]=2[N:18]=1, predict the reaction product. (7) Given the reactants FC(F)(F)C(O)=O.[N:8]1([CH2:17][CH:18]2[CH2:23][CH2:22][CH2:21][CH:20]([NH:24][C:25]([C:27]3[CH:28]=[C:29]4[C:33](=[CH:34][CH:35]=3)[N:32](C(C3C=CC=CC=3)(C3C=CC=CC=3)C3C=CC=CC=3)[N:31]=[C:30]4[C:55]3[CH:60]=[CH:59][N:58]=[C:57]([CH3:61])[CH:56]=3)=[O:26])[CH2:19]2)[C:16]2[C:11](=[CH:12][CH:13]=[CH:14][CH:15]=2)[CH:10]=[N:9]1, predict the reaction product. The product is: [N:8]1([CH2:17][CH:18]2[CH2:23][CH2:22][CH2:21][CH:20]([NH:24][C:25]([C:27]3[CH:28]=[C:29]4[C:33](=[CH:34][CH:35]=3)[NH:32][N:31]=[C:30]4[C:55]3[CH:60]=[CH:59][N:58]=[C:57]([CH3:61])[CH:56]=3)=[O:26])[CH2:19]2)[C:16]2[C:11](=[CH:12][CH:13]=[CH:14][CH:15]=2)[CH:10]=[N:9]1.